Dataset: Reaction yield outcomes from USPTO patents with 853,638 reactions. Task: Predict the reaction yield, written as a fraction of the theoretical maximum amount of product (1.0 means a 100% yield; for example, 0.34 means a 34% yield). (1) The reactants are [CH3:1][O:2][C:3]1[CH:8]=[CH:7][C:6](B(O)O)=[CH:5][CH:4]=1.Cl[C:13]1[N:18]=[C:17]([NH2:19])[CH:16]=[CH:15][N:14]=1.C([O-])([O-])=O.[Na+].[Na+]. The catalyst is C(#N)C. The product is [CH3:1][O:2][C:3]1[CH:8]=[CH:7][C:6]([C:13]2[N:18]=[C:17]([NH2:19])[CH:16]=[CH:15][N:14]=2)=[CH:5][CH:4]=1. The yield is 0.700. (2) The reactants are [Br:1][C:2]1[CH:7]=[CH:6][C:5](I)=[C:4]([F:9])[CH:3]=1.C([Mg]Cl)(C)C.[C:15](O[C:15]([O:17][C:18]([CH3:21])([CH3:20])[CH3:19])=[O:16])([O:17][C:18]([CH3:21])([CH3:20])[CH3:19])=[O:16]. The catalyst is C1COCC1. The product is [Br:1][C:2]1[CH:7]=[CH:6][C:5]([C:15]([O:17][C:18]([CH3:21])([CH3:20])[CH3:19])=[O:16])=[C:4]([F:9])[CH:3]=1. The yield is 0.880.